Dataset: NCI-60 drug combinations with 297,098 pairs across 59 cell lines. Task: Regression. Given two drug SMILES strings and cell line genomic features, predict the synergy score measuring deviation from expected non-interaction effect. Drug 1: CC(CN1CC(=O)NC(=O)C1)N2CC(=O)NC(=O)C2. Drug 2: C1C(C(OC1N2C=NC3=C(N=C(N=C32)Cl)N)CO)O. Cell line: KM12. Synergy scores: CSS=27.4, Synergy_ZIP=1.30, Synergy_Bliss=-0.264, Synergy_Loewe=6.98, Synergy_HSA=6.64.